This data is from Full USPTO retrosynthesis dataset with 1.9M reactions from patents (1976-2016). The task is: Predict the reactants needed to synthesize the given product. The reactants are: [NH2:1][C:2]1[N:3]=[CH:4][C:5]([C:8]([O:10][CH2:11][CH3:12])=[O:9])=[N:6][CH:7]=1.Cl[CH2:14][C:15](=O)[CH3:16].C(N(CC)CC)C. Given the product [CH3:16][C:15]1[N:1]=[C:2]2[CH:7]=[N:6][C:5]([C:8]([O:10][CH2:11][CH3:12])=[O:9])=[CH:4][N:3]2[CH:14]=1, predict the reactants needed to synthesize it.